This data is from Catalyst prediction with 721,799 reactions and 888 catalyst types from USPTO. The task is: Predict which catalyst facilitates the given reaction. (1) Reactant: [C:1]([O:5][C:6]([N:8]1[CH:12]=[CH:11][C:10](/[CH:13]=[C:14]2\[CH2:15][N:16]([C:21]([C:34]3[CH:39]=[CH:38][CH:37]=[CH:36][CH:35]=3)([C:28]3[CH:33]=[CH:32][CH:31]=[CH:30][CH:29]=3)[C:22]3[CH:27]=[CH:26][CH:25]=[CH:24][CH:23]=3)[CH2:17][CH2:18][CH:19]\2O)=[N:9]1)=[O:7])([CH3:4])([CH3:3])[CH3:2].CS(Cl)(=O)=O.C(N(CC)CC)C.[C:52]([O-:55])(=[S:54])[CH3:53].[K+]. Product: [C:52]([S:54][CH:19]1[CH2:18][CH2:17][N:16]([C:21]([C:34]2[CH:39]=[CH:38][CH:37]=[CH:36][CH:35]=2)([C:22]2[CH:27]=[CH:26][CH:25]=[CH:24][CH:23]=2)[C:28]2[CH:33]=[CH:32][CH:31]=[CH:30][CH:29]=2)[CH2:15]/[C:14]/1=[CH:13]\[C:10]1[CH:11]=[CH:12][N:8]([C:6]([O:5][C:1]([CH3:3])([CH3:2])[CH3:4])=[O:7])[N:9]=1)(=[O:55])[CH3:53]. The catalyst class is: 46. (2) Reactant: [Cl:1][C:2]1[CH:7]=[CH:6][C:5]([C:8]2[CH:13]=[CH:12][C:11]([CH3:14])=[C:10]([CH:15]3[C:20](=[O:21])[C:19]([CH3:23])([CH3:22])[O:18][C:17]([CH3:25])([CH3:24])[C:16]3=[O:26])[CH:9]=2)=[CH:4][CH:3]=1.S(Cl)([Cl:30])(=O)=O. Product: [Cl:30][C:15]1([C:10]2[CH:9]=[C:8]([C:5]3[CH:6]=[CH:7][C:2]([Cl:1])=[CH:3][CH:4]=3)[CH:13]=[CH:12][C:11]=2[CH3:14])[C:20](=[O:21])[C:19]([CH3:22])([CH3:23])[O:18][C:17]([CH3:25])([CH3:24])[C:16]1=[O:26]. The catalyst class is: 22. (3) Reactant: [CH3:1][NH:2][CH2:3][CH2:4][CH2:5][CH2:6][CH2:7][CH2:8][CH2:9][CH2:10][CH2:11][CH2:12][CH2:13][CH3:14].CCN(C(C)C)C(C)C.[N:24]([C:27]([CH3:33])([CH3:32])[CH2:28][C:29](Cl)=[O:30])=[N+:25]=[N-:26]. Product: [N:24]([C:27]([CH3:33])([CH3:32])[CH2:28][C:29]([N:2]([CH2:3][CH2:4][CH2:5][CH2:6][CH2:7][CH2:8][CH2:9][CH2:10][CH2:11][CH2:12][CH2:13][CH3:14])[CH3:1])=[O:30])=[N+:25]=[N-:26]. The catalyst class is: 2. (4) Reactant: FC(F)(F)C(O)=O.[CH2:8]([NH:12][C:13]1[N:21]=[C:20]2[C:16]([N:17]=[C:18]([O:22][CH3:23])[NH:19]2)=[C:15]([NH2:24])[N:14]=1)[CH2:9][CH2:10][CH3:11].C(=O)([O-])[O-].[K+].[K+].CS(O[CH2:36][CH:37]1[CH2:41][CH2:40][O:39][CH2:38]1)(=O)=O.ClC1N=C2C(N=CN2CC2CCOCC2)=C(Cl)N=1. Product: [CH2:8]([NH:12][C:13]1[N:21]=[C:20]2[C:16]([N:17]=[C:18]([O:22][CH3:23])[N:19]2[CH2:36][CH:37]2[CH2:41][CH2:40][O:39][CH2:38]2)=[C:15]([NH2:24])[N:14]=1)[CH2:9][CH2:10][CH3:11]. The catalyst class is: 42. (5) Reactant: [OH:1][C:2]1[CH:7]=[CH:6][N:5]([CH2:8][CH2:9][C:10]2[CH:15]=[CH:14][C:13]([CH2:16][OH:17])=[CH:12][CH:11]=2)[C:4](=[O:18])[CH:3]=1.Br[CH2:20][C:21]1[CH:26]=[CH:25][CH:24]=[C:23]([F:27])[CH:22]=1.C(=O)([O-])[O-].[K+].[K+]. Product: [F:27][C:23]1[CH:22]=[C:21]([CH:26]=[CH:25][CH:24]=1)[CH2:20][O:1][C:2]1[CH:7]=[CH:6][N:5]([CH2:8][CH2:9][C:10]2[CH:15]=[CH:14][C:13]([CH2:16][OH:17])=[CH:12][CH:11]=2)[C:4](=[O:18])[CH:3]=1. The catalyst class is: 31. (6) Reactant: [CH2:1]([O:3][C:4](=[O:15])[NH:5][CH2:6][CH2:7][C:8]1[CH:13]=[CH:12][C:11]([OH:14])=[CH:10][CH:9]=1)[CH3:2].F[C:17]1[CH:24]=[CH:23][C:20]([C:21]#[N:22])=[CH:19][CH:18]=1.C(=O)([O-])[O-].[Cs+].[Cs+]. Product: [CH2:1]([O:3][C:4](=[O:15])[NH:5][CH2:6][CH2:7][C:8]1[CH:9]=[CH:10][C:11]([O:14][C:17]2[CH:24]=[CH:23][C:20]([C:21]#[N:22])=[CH:19][CH:18]=2)=[CH:12][CH:13]=1)[CH3:2]. The catalyst class is: 9. (7) Reactant: [F:1][C:2]1([F:16])[O:6][C:5]2[CH:7]=[CH:8][C:9]([CH:11]=[CH:12][C:13]([NH2:15])=[O:14])=[CH:10][C:4]=2[O:3]1.[Cl:17][CH:18](Cl)[C:19](=O)[CH3:20]. Product: [Cl:17][CH2:18][C:19]1[N:15]=[C:13]([CH:12]=[CH:11][C:9]2[CH:8]=[CH:7][C:5]3[O:6][C:2]([F:1])([F:16])[O:3][C:4]=3[CH:10]=2)[O:14][CH:20]=1. The catalyst class is: 11.